Task: Regression/Classification. Given a drug SMILES string, predict its absorption, distribution, metabolism, or excretion properties. Task type varies by dataset: regression for continuous measurements (e.g., permeability, clearance, half-life) or binary classification for categorical outcomes (e.g., BBB penetration, CYP inhibition). Dataset: cyp1a2_veith.. Dataset: CYP1A2 inhibition data for predicting drug metabolism from PubChem BioAssay (1) The compound is CS(=O)(=O)N1CCC2(CC1)CN(C(=O)Nc1cccc(C#N)c1)C2. The result is 0 (non-inhibitor). (2) The compound is Cc1cccc(CNc2ncncc2-c2cccc(NS(C)(=O)=O)c2)c1. The result is 1 (inhibitor).